Dataset: Merck oncology drug combination screen with 23,052 pairs across 39 cell lines. Task: Regression. Given two drug SMILES strings and cell line genomic features, predict the synergy score measuring deviation from expected non-interaction effect. (1) Drug 1: CC(=O)OC1C(=O)C2(C)C(O)CC3OCC3(OC(C)=O)C2C(OC(=O)c2ccccc2)C2(O)CC(OC(=O)C(O)C(NC(=O)c3ccccc3)c3ccccc3)C(C)=C1C2(C)C. Drug 2: N#Cc1ccc(Cn2cncc2CN2CCN(c3cccc(Cl)c3)C(=O)C2)cc1. Cell line: EFM192B. Synergy scores: synergy=-40.7. (2) Drug 1: CCN(CC)CCNC(=O)c1c(C)[nH]c(C=C2C(=O)Nc3ccc(F)cc32)c1C. Drug 2: C=CCn1c(=O)c2cnc(Nc3ccc(N4CCN(C)CC4)cc3)nc2n1-c1cccc(C(C)(C)O)n1. Cell line: DLD1. Synergy scores: synergy=2.87.